This data is from Forward reaction prediction with 1.9M reactions from USPTO patents (1976-2016). The task is: Predict the product of the given reaction. Given the reactants [Cl:1][C:2]1[CH:3]=[C:4]([C:8]#[C:9][C:10]2[CH:11]=[CH:12][C:13]([F:29])=[C:14]([C@:16]3([CH3:28])[C:22]([F:24])([F:23])[C:21]([CH3:26])([CH3:25])[O:20][CH2:19][C:18](=O)[NH:17]3)[CH:15]=2)[CH:5]=[CH:6][CH:7]=1.COC1C=CC(P2(SP(C3C=CC(OC)=CC=3)(=S)S2)=[S:39])=CC=1, predict the reaction product. The product is: [Cl:1][C:2]1[CH:3]=[C:4]([C:8]#[C:9][C:10]2[CH:11]=[CH:12][C:13]([F:29])=[C:14]([C@:16]3([CH3:28])[C:22]([F:24])([F:23])[C:21]([CH3:26])([CH3:25])[O:20][CH2:19][C:18](=[S:39])[NH:17]3)[CH:15]=2)[CH:5]=[CH:6][CH:7]=1.